This data is from Full USPTO retrosynthesis dataset with 1.9M reactions from patents (1976-2016). The task is: Predict the reactants needed to synthesize the given product. (1) The reactants are: [NH:1]1[CH2:11][CH2:10][CH2:9][CH:3]([C:4](OCC)=O)[CH2:2]1.[N:12]1[CH:17]=[CH:16][CH:15]=[C:14](C=O)[CH:13]=1.[NH2:20][C:21]1[CH:25]=[CH:24][NH:23][N:22]=1. Given the product [C:2]([C:3]1[CH:4]([C:3]2[CH:2]=[N:1][CH:11]=[CH:10][CH:9]=2)[C:25]2[C:21](=[N:22][NH:23][CH:24]=2)[NH:20][C:4]=1[CH:15]1[CH2:14][CH2:13][NH:12][CH2:17][CH2:16]1)#[N:1], predict the reactants needed to synthesize it. (2) Given the product [F:1][C:2]([F:12])([F:11])[CH:3]([NH:19][C:18]1[CH:17]=[CH:16][C:36]([C:35]2[CH:46]=[CH:44][C:41]3[N:39]([C:26]([C:27]([F:28])([F:29])[F:30])=[N:43][N:42]=3)[CH:40]=2)=[CH:47][CH:13]=1)[C:4]1[CH:9]=[CH:8][CH:7]=[CH:6][CH:5]=1, predict the reactants needed to synthesize it. The reactants are: [F:1][C:2]([F:12])([F:11])[CH:3](O)[C:4]1[CH:9]=[CH:8][CH:7]=[CH:6][CH:5]=1.[N:13]1[C:18]([CH3:19])=[CH:17][CH:16]=CC=1C.[F:28][C:27]([F:30])([F:29])[C:26](O[C:26](=O)[C:27]([F:30])([F:29])[F:28])=O.Br[C:35]1[CH:36]=NC2[N:39]([C:41]([CH:44]([CH3:46])C)=[N:42][N:43]=2)[CH:40]=1.[C:47]([O-])([O-])=O.[K+].[K+]. (3) The reactants are: CO[CH2:3][N:4]([CH2:10][C:11]1[CH:16]=[CH:15][CH:14]=[CH:13][CH:12]=1)[CH2:5][Si](C)(C)C.[CH3:17][C:18](=[O:21])[C:19]#[CH:20].FC(F)(F)C(O)=O. Given the product [CH2:10]([N:4]1[CH2:3][CH:20]=[C:19]([C:18](=[O:21])[CH3:17])[CH2:5]1)[C:11]1[CH:12]=[CH:13][CH:14]=[CH:15][CH:16]=1, predict the reactants needed to synthesize it. (4) Given the product [Br:11][C:8]1[N:6]2[CH:7]=[C:2]([Br:1])[CH:3]=[CH:4][C:5]2=[N:10][CH:9]=1, predict the reactants needed to synthesize it. The reactants are: [Br:1][C:2]1[CH:3]=[CH:4][C:5]2[N:6]([CH:8]=[CH:9][N:10]=2)[CH:7]=1.[Br:11]Br.